Dataset: Forward reaction prediction with 1.9M reactions from USPTO patents (1976-2016). Task: Predict the product of the given reaction. (1) Given the reactants [CH:1]1[C:9]2[C:8]3[CH:10]=[CH:11][CH:12]=[CH:13][C:7]=3[S:6][C:5]=2[CH:4]=[CH:3][CH:2]=1.[C:14](Cl)(=[O:18])[C:15]([CH3:17])=[CH2:16], predict the reaction product. The product is: [CH3:16][CH:15]1[CH2:17][C:10]2[C:8]3[C:9]4[CH:1]=[CH:2][CH:3]=[CH:4][C:5]=4[S:6][C:7]=3[CH:13]=[CH:12][C:11]=2[C:14]1=[O:18]. (2) Given the reactants [CH3:1][O:2][C:3]([C@H:5]1[CH2:10][CH2:9][C@H:8]([NH:11][C:12]([O:14][C:15]([CH3:18])([CH3:17])[CH3:16])=[O:13])[CH2:7][CH2:6]1)=[O:4].[H-].[Na+].I[CH3:22].[Cl-].[NH4+], predict the reaction product. The product is: [CH3:1][O:2][C:3]([C@H:5]1[CH2:6][CH2:7][C@H:8]([N:11]([C:12]([O:14][C:15]([CH3:18])([CH3:17])[CH3:16])=[O:13])[CH3:22])[CH2:9][CH2:10]1)=[O:4]. (3) Given the reactants [Cl:1][C:2]1[N:3]=[C:4](Cl)[C:5]2[S:10][CH:9]=[C:8]([CH3:11])[C:6]=2[N:7]=1.[NH2:13][N:14]1[CH2:19][CH2:18][CH2:17][CH2:16][CH2:15]1, predict the reaction product. The product is: [Cl:1][C:2]1[N:3]=[C:4]([NH:13][N:14]2[CH2:19][CH2:18][CH2:17][CH2:16][CH2:15]2)[C:5]2[S:10][CH:9]=[C:8]([CH3:11])[C:6]=2[N:7]=1. (4) Given the reactants F[C:2]1[N:7]=[C:6]([N:8]2[C:16]3[CH:15]=[C:14]([C:17]4[CH:22]=[N:21][CH:20]=[C:19]([CH3:23])[N:18]=4)[N:13]=[CH:12][C:11]=3[CH:10]=[N:9]2)[CH:5]=[C:4]([CH:24]2[CH2:27][O:26][CH2:25]2)[CH:3]=1.[NH:28]1[CH2:33][CH2:32][CH2:31][C@H:30]([NH:34]C(=O)OC(C)(C)C)[CH2:29]1.CN1CCOCC1, predict the reaction product. The product is: [CH3:23][C:19]1[N:18]=[C:17]([C:14]2[N:13]=[CH:12][C:11]3[CH:10]=[N:9][N:8]([C:6]4[N:7]=[C:2]([N:28]5[CH2:33][CH2:32][CH2:31][C@H:30]([NH2:34])[CH2:29]5)[CH:3]=[C:4]([CH:24]5[CH2:27][O:26][CH2:25]5)[CH:5]=4)[C:16]=3[CH:15]=2)[CH:22]=[N:21][CH:20]=1. (5) The product is: [Br:1][C:2]1[C:11]2[C:6](=[CH:7][C:8]([O:12][CH3:13])=[CH:9][CH:10]=2)[CH:5]=[CH:4][C:3]=1[C:14]1[CH:19]=[CH:18][CH:17]=[C:16]([O:20][CH3:21])[CH:15]=1. Given the reactants [Br:1][C:2]1[C:11]2[C:6](=[CH:7][C:8]([O:12][CH3:13])=[CH:9][CH:10]=2)[CH2:5][CH2:4][C:3]=1[C:14]1[CH:19]=[CH:18][CH:17]=[C:16]([O:20][CH3:21])[CH:15]=1.C1COCC1.[OH-].[Na+].C(OCC)(=O)C, predict the reaction product. (6) Given the reactants [Br:1]N1C(=O)CCC1=O.C(#N)C.[C:12]1([C:18]2[CH:30]=[C:21]3[CH:22]=[CH:23][CH:24]=[C:25]([Si:26]([CH3:29])([CH3:28])[CH3:27])[N:20]3[N:19]=2)[CH:17]=[CH:16][CH:15]=[CH:14][CH:13]=1, predict the reaction product. The product is: [Br:1][C:30]1[C:18]([C:12]2[CH:13]=[CH:14][CH:15]=[CH:16][CH:17]=2)=[N:19][N:20]2[C:25]([Si:26]([CH3:27])([CH3:29])[CH3:28])=[CH:24][CH:23]=[CH:22][C:21]=12. (7) Given the reactants [C:1]([N:4]1[CH2:9][CH2:8][CH:7]([O:10][C:11]2[CH:16]=[CH:15][C:14]([C:17]3[CH:22]=[CH:21][N:20]=[C:19]([NH:23][C:24]4[CH:25]=[C:26]([NH:32]C(=O)OC(C)(C)C)[CH:27]=[C:28]([O:30][CH3:31])[CH:29]=4)[N:18]=3)=[CH:13][C:12]=2[C:40]#[N:41])[CH2:6][CH2:5]1)(=[O:3])[CH3:2].C(O)(C(F)(F)F)=O, predict the reaction product. The product is: [C:1]([N:4]1[CH2:5][CH2:6][CH:7]([O:10][C:11]2[CH:16]=[CH:15][C:14]([C:17]3[CH:22]=[CH:21][N:20]=[C:19]([NH:23][C:24]4[CH:29]=[C:28]([O:30][CH3:31])[CH:27]=[C:26]([NH2:32])[CH:25]=4)[N:18]=3)=[CH:13][C:12]=2[C:40]#[N:41])[CH2:8][CH2:9]1)(=[O:3])[CH3:2].